The task is: Binary Classification. Given a T-cell receptor sequence (or CDR3 region) and an epitope sequence, predict whether binding occurs between them.. This data is from TCR-epitope binding with 47,182 pairs between 192 epitopes and 23,139 TCRs. (1) The epitope is IQYIDIGNY. The TCR CDR3 sequence is CASSPRDREGRDTQYF. Result: 0 (the TCR does not bind to the epitope). (2) The epitope is SQASSRSSSR. The TCR CDR3 sequence is CASSLEGAQSTDTQYF. Result: 0 (the TCR does not bind to the epitope). (3) The epitope is VTEHDTLLY. The TCR CDR3 sequence is CASSQVQGTDTQYF. Result: 1 (the TCR binds to the epitope). (4) The epitope is TSDLATNNLVVMAY. The TCR CDR3 sequence is CASSYSGRSYEQYF. Result: 0 (the TCR does not bind to the epitope). (5) The epitope is FPPTSFGPL. The TCR CDR3 sequence is CASSPISGPYNEQFF. Result: 1 (the TCR binds to the epitope). (6) The epitope is GILGFVFTL. The TCR CDR3 sequence is CASTLGCWGSVETQYF. Result: 1 (the TCR binds to the epitope). (7) Result: 0 (the TCR does not bind to the epitope). The TCR CDR3 sequence is CASSLPDSGSGEQFF. The epitope is VLAWLYAAV. (8) The TCR CDR3 sequence is CSALLFF. Result: 0 (the TCR does not bind to the epitope). The epitope is SEVGPEHSLAEY. (9) The epitope is KLVALGINAV. The TCR CDR3 sequence is CSANSRTGLGYTF. Result: 1 (the TCR binds to the epitope). (10) The epitope is RILGAGCFV. The TCR CDR3 sequence is CASSSAEGFEKLFF. Result: 0 (the TCR does not bind to the epitope).